This data is from Reaction yield outcomes from USPTO patents with 853,638 reactions. The task is: Predict the reaction yield, written as a fraction of the theoretical maximum amount of product (1.0 means a 100% yield; for example, 0.34 means a 34% yield). (1) The reactants are [CH2:1]([O:3][C:4]([C:6]1[S:10][C:9]([NH2:11])=[N:8][C:7]=1[C:12]([F:15])([F:14])[F:13])=[O:5])[CH3:2].[C:16]([O:20][C:21]([O:23]C(OC(C)(C)C)=O)=[O:22])([CH3:19])([CH3:18])[CH3:17]. The catalyst is CN(C)C1C=CN=CC=1.ClCCl. The product is [CH2:1]([O:3][C:4]([C:6]1[S:10][C:9]([NH:11][O:23][C:21]([O:20][C:16]([CH3:19])([CH3:18])[CH3:17])=[O:22])=[N:8][C:7]=1[C:12]([F:14])([F:15])[F:13])=[O:5])[CH3:2]. The yield is 0.920. (2) The reactants are C([O:3][C:4]([C@H:6]1[CH2:11][CH2:10][C@H:9]([OH:12])[CH2:8][CH2:7]1)=O)C.O.[NH2:14][NH2:15]. No catalyst specified. The product is [OH:12][C@H:9]1[CH2:10][CH2:11][C@H:6]([C:4]([NH:14][NH2:15])=[O:3])[CH2:7][CH2:8]1. The yield is 0.910. (3) The reactants are [F:1][C:2]1[C:9]([O:10][CH3:11])=[C:8]([O:12][CH3:13])[CH:7]=[C:4]([C:5]#[N:6])[C:3]=1[C:14]#[N:15]. The catalyst is C(O)C.[Pt]=O. The product is [F:1][C:2]1[C:9]([O:10][CH3:11])=[C:8]([O:12][CH3:13])[CH:7]=[C:4]2[C:3]=1[C:14]([NH2:15])=[N:6][CH2:5]2. The yield is 0.430. (4) The reactants are [OH:1][CH2:2][C:3]1[CH:4]=[CH:5][C:6]([CH3:12])=[C:7]([CH:11]=1)[C:8]([OH:10])=O.[N:13]1([CH2:18][CH2:19][CH2:20][S:21]([C:24]2[CH:29]=[CH:28][C:27]([NH:30][C:31]3[N:36]=[CH:35][C:34]([NH2:37])=[CH:33][N:32]=3)=[CH:26][CH:25]=2)(=[O:23])=[O:22])[CH2:17][CH2:16][CH2:15][CH2:14]1. No catalyst specified. The product is [OH:1][CH2:2][C:3]1[CH:4]=[CH:5][C:6]([CH3:12])=[C:7]([CH:11]=1)[C:8]([NH:37][C:34]1[CH:35]=[N:36][C:31]([NH:30][C:27]2[CH:28]=[CH:29][C:24]([S:21]([CH2:20][CH2:19][CH2:18][N:13]3[CH2:17][CH2:16][CH2:15][CH2:14]3)(=[O:22])=[O:23])=[CH:25][CH:26]=2)=[N:32][CH:33]=1)=[O:10]. The yield is 0.160. (5) The reactants are [F:1][C:2]1[CH:7]=[CH:6][C:5]([C:8]2[O:9][C:10]3[CH:18]=[C:17]([N:19]([CH2:24][C:25]4[CH:30]=[CH:29][C:28]([O:31][CH3:32])=[CH:27][CH:26]=4)[S:20]([CH3:23])(=[O:22])=[O:21])[C:16]([O:33][CH:34]([CH3:36])[CH3:35])=[CH:15][C:11]=3[C:12]=2[CH:13]=O)=[CH:4][CH:3]=1.[CH2:37]([NH2:40])[CH2:38][NH2:39].BrN1C(=O)CCC1=O. The catalyst is ClCCl. The product is [NH:39]1[CH2:38][CH2:37][N:40]=[C:13]1[C:12]1[C:11]2[CH:15]=[C:16]([O:33][CH:34]([CH3:36])[CH3:35])[C:17]([N:19]([CH2:24][C:25]3[CH:30]=[CH:29][C:28]([O:31][CH3:32])=[CH:27][CH:26]=3)[S:20]([CH3:23])(=[O:22])=[O:21])=[CH:18][C:10]=2[O:9][C:8]=1[C:5]1[CH:6]=[CH:7][C:2]([F:1])=[CH:3][CH:4]=1. The yield is 0.770. (6) The reactants are Br[C:2]1[CH:7]=[CH:6][C:5]([Cl:8])=[CH:4][CH:3]=1.C([O-])(=O)C.[K+].[S:14]([C:18]1[CH:23]=[CH:22][C:21]([C:24]2[CH:28]=[CH:27][O:26][C:25]=2[C:29]([O:31][CH2:32][CH3:33])=[O:30])=[CH:20][CH:19]=1)(=[O:17])(=[O:16])[NH2:15]. The catalyst is CC(N(C)C)=O.C(OCC)(=O)C.C([O-])(=O)C.[Pd+2].C([O-])(=O)C. The product is [Cl:8][C:5]1[CH:6]=[CH:7][C:2]([C:27]2[O:26][C:25]([C:29]([O:31][CH2:32][CH3:33])=[O:30])=[C:24]([C:21]3[CH:20]=[CH:19][C:18]([S:14](=[O:16])(=[O:17])[NH2:15])=[CH:23][CH:22]=3)[CH:28]=2)=[CH:3][CH:4]=1. The yield is 0.0970.